This data is from Catalyst prediction with 721,799 reactions and 888 catalyst types from USPTO. The task is: Predict which catalyst facilitates the given reaction. (1) Product: [CH3:1][O:2][CH2:3][C:4]1[CH:9]=[CH:8][C:7]([C:10]2[N:11]=[C:12]([NH2:20])[N:13]=[N:14][CH:15]=2)=[CH:6][CH:5]=1. The catalyst class is: 1. Reactant: [CH3:1][O:2][CH2:3][C:4]1[CH:9]=[CH:8][C:7]([C:10]2[N:11]=[C:12](S(C)(=O)=O)[N:13]=[N:14][CH:15]=2)=[CH:6][CH:5]=1.[NH3:20]. (2) Reactant: [Cl:1][C:2]1[CH:7]=[CH:6][C:5]([N:8]2[C:13](=[O:14])[C:12]3[CH:15]=[N:16][N:17]([C:18]4[CH:23]=[CH:22][CH:21]=[C:20]([S:24]([CH3:27])(=[O:26])=[O:25])[CH:19]=4)[C:11]=3[N:10]=[C:9]2[C:28]2[CH:33]=[CH:32][C:31](B3OC(C)(C)C(C)(C)O3)=[CH:30][CH:29]=2)=[CH:4][CH:3]=1.Br[C:44]1[CH:45]=[N:46][CH:47]=[N:48][CH:49]=1.C(=O)([O-])[O-].[Cs+].[Cs+]. Product: [Cl:1][C:2]1[CH:7]=[CH:6][C:5]([N:8]2[C:13](=[O:14])[C:12]3[CH:15]=[N:16][N:17]([C:18]4[CH:23]=[CH:22][CH:21]=[C:20]([S:24]([CH3:27])(=[O:26])=[O:25])[CH:19]=4)[C:11]=3[N:10]=[C:9]2[C:28]2[CH:33]=[CH:32][C:31]([C:44]3[CH:45]=[N:46][CH:47]=[N:48][CH:49]=3)=[CH:30][CH:29]=2)=[CH:4][CH:3]=1. The catalyst class is: 423. (3) Reactant: [OH:1][C:2]1[CH:3]=[C:4]([CH:9]=[C:10]([O:13][CH3:14])[C:11]=1[OH:12])[C:5]([O:7]C)=[O:6].C(=O)([O-])[O-].[K+].[K+].[I-].[K+].[CH2:23](Cl)[C:24]1[CH:29]=[CH:28][CH:27]=[CH:26][CH:25]=1. Product: [CH2:23]([O:1][C:2]1[CH:3]=[C:4]([CH:9]=[C:10]([O:13][CH3:14])[C:11]=1[O:12][CH2:5][C:4]1[CH:9]=[CH:10][CH:11]=[CH:2][CH:3]=1)[C:5]([OH:7])=[O:6])[C:24]1[CH:29]=[CH:28][CH:27]=[CH:26][CH:25]=1. The catalyst class is: 283. (4) Reactant: [F:1][C:2]1[CH:7]=[CH:6][C:5]([C:8]2[C:12]([C:13]3[CH:18]=[CH:17][N:16]=[C:15](C(N)=O)[CH:14]=3)=[CH:11][NH:10][N:9]=2)=[CH:4][CH:3]=1.C[O:23][CH:24]([O:28][CH3:29])N(C)C. Product: [F:1][C:2]1[CH:3]=[CH:4][C:5]([C:8]2[C:12]([C:13]3[CH:18]=[CH:17][N:16]=[C:15]([C:24]([O:28][CH3:29])=[O:23])[CH:14]=3)=[CH:11][NH:10][N:9]=2)=[CH:6][CH:7]=1. The catalyst class is: 5. (5) Reactant: [F:1][C:2]([F:23])([F:22])[C:3]1[CH:4]=[C:5]([N:9]2[CH:14]=[CH:13][C:12](=[O:15])[C:11]([C:16]#[C:17][Si](C)(C)C)=[N:10]2)[CH:6]=[CH:7][CH:8]=1.Cl. Product: [C:16]([C:11]1[C:12](=[O:15])[CH:13]=[CH:14][N:9]([C:5]2[CH:6]=[CH:7][CH:8]=[C:3]([C:2]([F:23])([F:22])[F:1])[CH:4]=2)[N:10]=1)#[CH:17]. The catalyst class is: 273. (6) Reactant: [C:1]([O:5][C:6]([N:8]1[CH2:11][CH:10]([O:12][C:13]2[CH:18]=[C:17]([Br:19])[CH:16]=[CH:15][C:14]=2[CH:20]=[O:21])[CH2:9]1)=[O:7])([CH3:4])([CH3:3])[CH3:2].[C:22]1([Mg]Br)[CH:27]=[CH:26][CH:25]=[CH:24][CH:23]=1. Product: [C:1]([O:5][C:6]([N:8]1[CH2:11][CH:10]([O:12][C:13]2[CH:18]=[C:17]([Br:19])[CH:16]=[CH:15][C:14]=2[CH:20]([OH:21])[C:22]2[CH:27]=[CH:26][CH:25]=[CH:24][CH:23]=2)[CH2:9]1)=[O:7])([CH3:4])([CH3:2])[CH3:3]. The catalyst class is: 2. (7) Reactant: Cl[C:2]1[C:3](=[O:24])[N:4]([CH2:16][CH2:17][C:18]2[CH:23]=[CH:22][CH:21]=[CH:20][CH:19]=2)[C:5]([C:9]2[CH:14]=[CH:13][CH:12]=[CH:11][C:10]=2[OH:15])=[N:6][C:7]=1[CH3:8].[F-].[Cs+].C([Sn](CCCC)(CCCC)[C:32]1[CH:37]=[N:36][CH:35]=[CH:34][N:33]=1)CCC. Product: [OH:15][C:10]1[CH:11]=[CH:12][CH:13]=[CH:14][C:9]=1[C:5]1[N:4]([CH2:16][CH2:17][C:18]2[CH:23]=[CH:22][CH:21]=[CH:20][CH:19]=2)[C:3](=[O:24])[C:2]([C:32]2[CH:37]=[N:36][CH:35]=[CH:34][N:33]=2)=[C:7]([CH3:8])[N:6]=1. The catalyst class is: 12. (8) Product: [CH2:1]([C@@:4]1([CH3:35])[CH2:9][C@H:8]([C:10]2[CH:15]=[CH:14][CH:13]=[C:12]([Cl:16])[CH:11]=2)[C@@H:7]([C:17]2[CH:18]=[CH:19][C:20]([Cl:23])=[CH:21][CH:22]=2)[N:6]([C:24]2[C:29]([CH3:30])=[CH:28][C:27]([NH2:31])=[CH:26][N:25]=2)[C:5]1=[O:34])[CH:2]=[CH2:3]. Reactant: [CH2:1]([C@@:4]1([CH3:35])[CH2:9][C@H:8]([C:10]2[CH:15]=[CH:14][CH:13]=[C:12]([Cl:16])[CH:11]=2)[C@@H:7]([C:17]2[CH:22]=[CH:21][C:20]([Cl:23])=[CH:19][CH:18]=2)[N:6]([C:24]2[C:29]([CH3:30])=[CH:28][C:27]([N+:31]([O-])=O)=[CH:26][N:25]=2)[C:5]1=[O:34])[CH:2]=[CH2:3].O.O.[Sn](Cl)Cl. The catalyst class is: 13. (9) Reactant: NN.[O:3]=C1C2C(=CC=CC=2)C(=O)[N:5]1[CH2:14][C:15]1[N:16]([CH2:28][CH2:29][CH2:30][CH2:31][NH:32][C:33](=[O:39])[O:34][C:35]([CH3:38])([CH3:37])[CH3:36])[C:17]2[C:26]3[N:25]=[CH:24][CH:23]=[CH:22][C:21]=3[N:20]=[CH:19][C:18]=2[N:27]=1.ClCCl. Product: [OH-:3].[NH4+:5].[NH2:5][CH2:14][C:15]1[N:16]([CH2:28][CH2:29][CH2:30][CH2:31][NH:32][C:33](=[O:39])[O:34][C:35]([CH3:37])([CH3:36])[CH3:38])[C:17]2[C:26]3[N:25]=[CH:24][CH:23]=[CH:22][C:21]=3[N:20]=[CH:19][C:18]=2[N:27]=1. The catalyst class is: 8. (10) Reactant: [CH2:1]([O:3][C:4]([C:6]1[CH:10]=[C:9]([C:11]([OH:13])=O)[O:8][N:7]=1)=[O:5])[CH3:2].[CH:14]1([NH2:17])[CH2:16][CH2:15]1. Product: [CH:14]1([NH:17][C:11]([C:9]2[O:8][N:7]=[C:6]([C:4]([O:3][CH2:1][CH3:2])=[O:5])[CH:10]=2)=[O:13])[CH2:16][CH2:15]1. The catalyst class is: 2.